The task is: Predict the reactants needed to synthesize the given product.. This data is from Full USPTO retrosynthesis dataset with 1.9M reactions from patents (1976-2016). (1) Given the product [CH3:2][N:7]1[CH:22]=[C:21]([C:2]2[N:7]=[N:6][C:5]3[NH:8][CH:9]=[CH:10][C:4]=3[CH:3]=2)[CH:5]=[N:6]1, predict the reactants needed to synthesize it. The reactants are: Cl[C:2]1[N:7]=[N:6][C:5]2[NH:8][CH:9]=[CH:10][C:4]=2[CH:3]=1.C(=O)([O-])[O-].[Cs+].[Cs+].O1[CH2:22][CH2:21]OCC1. (2) Given the product [F:33][C:26]1[C:27]([OH:32])=[CH:28][CH:29]=[C:30]([F:31])[C:25]=1[NH:24][C:4](=[O:6])[C:3]1[CH:7]=[C:8]([C:12]2[CH:17]=[CH:16][CH:15]=[CH:14][CH:13]=2)[CH:9]=[C:10]([CH3:11])[C:2]=1[CH3:1], predict the reactants needed to synthesize it. The reactants are: [CH3:1][C:2]1[C:10]([CH3:11])=[CH:9][C:8]([C:12]2[CH:17]=[CH:16][CH:15]=[CH:14][CH:13]=2)=[CH:7][C:3]=1[C:4]([OH:6])=O.C(Cl)(=O)C(Cl)=O.[NH2:24][C:25]1[C:26]([F:33])=[C:27]([OH:32])[CH:28]=[CH:29][C:30]=1[F:31].C([O-])(O)=O.[Na+]. (3) The reactants are: CSC.B.[Br:5][CH2:6][C:7]1[CH:8]=[C:9]([CH2:14][C:15](O)=[O:16])[CH:10]=[C:11]([CH3:13])[CH:12]=1. Given the product [Br:5][CH2:6][C:7]1[CH:8]=[C:9]([CH2:14][CH2:15][OH:16])[CH:10]=[C:11]([CH3:13])[CH:12]=1, predict the reactants needed to synthesize it. (4) Given the product [Br:2][C:3]1[CH:4]=[C:5]([O:10][C:11]2[C:16]([F:17])=[C:15]([CH2:18][NH2:1])[CH:14]=[CH:13][C:12]=2[Cl:20])[CH:6]=[C:7]([Cl:9])[CH:8]=1, predict the reactants needed to synthesize it. The reactants are: [NH3:1].[Br:2][C:3]1[CH:4]=[C:5]([O:10][C:11]2[C:16]([F:17])=[C:15]([CH2:18]Br)[CH:14]=[CH:13][C:12]=2[Cl:20])[CH:6]=[C:7]([Cl:9])[CH:8]=1. (5) Given the product [CH2:12]([O:11][C:9]([NH:8][C@@H:7]([C:6]([NH:5][C@H:4]([C:3]([OH:28])=[O:2])[CH2:24][CH:25]([CH3:26])[CH3:27])=[O:23])[CH2:19][CH:20]([CH3:22])[CH3:21])=[O:10])[C:13]1[CH:14]=[CH:15][CH:16]=[CH:17][CH:18]=1, predict the reactants needed to synthesize it. The reactants are: C[O:2][C:3](=[O:28])[C@H:4]([CH2:24][CH:25]([CH3:27])[CH3:26])[NH:5][C:6](=[O:23])[C@@H:7]([CH2:19][CH:20]([CH3:22])[CH3:21])[NH:8][C:9]([O:11][CH2:12][C:13]1[CH:18]=[CH:17][CH:16]=[CH:15][CH:14]=1)=[O:10].O.[OH-].[Li+].C(O)(=O)C. (6) Given the product [O:24]=[S:16]1(=[O:25])[C:17]2[CH:23]=[CH:22][CH:21]=[CH:20][C:18]=2[CH2:19][N:13]([C:4]2[CH:3]=[C:2]([NH:41][CH:39]3[C:35]4([CH2:38][O:37][CH2:36]4)[CH2:34][NH:33][CH2:40]3)[C:11]3[C:6](=[CH:7][CH:8]=[C:9]([CH3:12])[CH:10]=3)[N:5]=2)[CH2:14][CH2:15]1, predict the reactants needed to synthesize it. The reactants are: Cl[C:2]1[C:11]2[C:6](=[CH:7][CH:8]=[C:9]([CH3:12])[CH:10]=2)[N:5]=[C:4]([N:13]2[CH2:19][C:18]3[CH:20]=[CH:21][CH:22]=[CH:23][C:17]=3[S:16](=[O:25])(=[O:24])[CH2:15][CH2:14]2)[CH:3]=1.C([N:33]1[CH2:40][CH:39]([NH2:41])[C:35]2([CH2:38][O:37][CH2:36]2)[CH2:34]1)C1C=CC=CC=1. (7) Given the product [CH3:1][CH2:2][CH2:3][CH2:4][C:5]([N:7]([C@H:26]([C:30]([OH:32])=[O:31])[CH:27]([CH3:29])[CH3:28])[CH2:8][C:9]1[CH:10]=[CH:11][C:12]([C:15]2[CH:16]=[CH:17][CH:18]=[CH:19][C:20]=2[C:21]2[NH:22][N:23]=[N:24][N:25]=2)=[CH:13][CH:14]=1)=[O:6].[Ca:37].[Mg:34], predict the reactants needed to synthesize it. The reactants are: [CH3:1][CH2:2][CH2:3][CH2:4][C:5]([N:7]([C@H:26]([C:30]([OH:32])=[O:31])[CH:27]([CH3:29])[CH3:28])[CH2:8][C:9]1[CH:10]=[CH:11][C:12]([C:15]2[CH:16]=[CH:17][CH:18]=[CH:19][C:20]=2[C:21]2[NH:22][N:23]=[N:24][N:25]=2)=[CH:13][CH:14]=1)=[O:6].[OH-].[Mg+2:34].[OH-].[OH-].[Ca+2:37].[OH-].